From a dataset of Full USPTO retrosynthesis dataset with 1.9M reactions from patents (1976-2016). Predict the reactants needed to synthesize the given product. Given the product [CH2:7]([N:14]1[C:15](=[O:16])[C:17]2[C:18](=[C:19]3[CH:20]=[CH:21][CH:22]=[CH:23][C:24]3=[CH:25][CH:26]=2)[C:25]2[C:26]1=[CH:17][CH:18]=[C:19]1[CH:20]=[CH:21][CH:22]=[CH:23][C:24]1=2)[C:8]1[CH:13]=[CH:12][CH:11]=[CH:10][CH:9]=1, predict the reactants needed to synthesize it. The reactants are: C([O-])([O-])=O.[K+].[K+].[CH2:7]([NH:14][C:15]([C:17]1[CH:26]=[CH:25][C:24]2[C:19](=[CH:20][CH:21]=[CH:22][CH:23]=2)[C:18]=1Br)=[O:16])[C:8]1[CH:13]=[CH:12][CH:11]=[CH:10][CH:9]=1.[Cl-].[NH4+].